This data is from Forward reaction prediction with 1.9M reactions from USPTO patents (1976-2016). The task is: Predict the product of the given reaction. (1) Given the reactants Cl[C:2]1[C:3]2[N:4]([C:8]([C:11]3[CH:16]=[CH:15][C:14]([F:17])=[CH:13][CH:12]=3)=[N:9][CH:10]=2)[CH:5]=[CH:6][N:7]=1.CCN([CH:24]([CH3:26])C)C(C)C.[C]=[O:28].[CH2:29]([OH:31])C, predict the reaction product. The product is: [CH2:24]([O:28][C:29]([C:2]1[C:3]2[N:4]([C:8]([C:11]3[CH:16]=[CH:15][C:14]([F:17])=[CH:13][CH:12]=3)=[N:9][CH:10]=2)[CH:5]=[CH:6][N:7]=1)=[O:31])[CH3:26]. (2) The product is: [Br:21][C:11]1[CH:12]=[N:13][N:14]([CH:15]2[CH2:20][CH2:19][CH2:18][CH2:17][O:16]2)[C:10]=1[C:8]1[CH:7]=[CH:6][C:3]([C:4]#[N:5])=[C:2]([Cl:1])[CH:9]=1. Given the reactants [Cl:1][C:2]1[CH:9]=[C:8]([C:10]2[N:14]([CH:15]3[CH2:20][CH2:19][CH2:18][CH2:17][O:16]3)[N:13]=[CH:12][CH:11]=2)[CH:7]=[CH:6][C:3]=1[C:4]#[N:5].[Br:21]N1C(=O)CCC1=O.OS([O-])=O.[Na+], predict the reaction product. (3) The product is: [N+:1]([C:4]1[CH:12]=[C:8]([C:9]([O:11][CH3:14])=[O:10])[C:7]([OH:13])=[CH:6][CH:5]=1)([O-:3])=[O:2]. Given the reactants [N+:1]([C:4]1[CH:12]=[C:8]([C:9]([OH:11])=[O:10])[C:7]([OH:13])=[CH:6][CH:5]=1)([O-:3])=[O:2].[CH3:14]O, predict the reaction product.